From a dataset of Full USPTO retrosynthesis dataset with 1.9M reactions from patents (1976-2016). Predict the reactants needed to synthesize the given product. The reactants are: [CH3:1][O:2][C:3]1[CH:8]=[C:7]([O:9][CH3:10])[N:6]=[C:5]([C:11]([NH2:13])=O)[N:4]=1.COC1C=CC(P2(SP(C3C=CC(OC)=CC=3)(=S)S2)=[S:23])=CC=1. Given the product [CH3:1][O:2][C:3]1[CH:8]=[C:7]([O:9][CH3:10])[N:6]=[C:5]([C:11](=[S:23])[NH2:13])[N:4]=1, predict the reactants needed to synthesize it.